From a dataset of NCI-60 drug combinations with 297,098 pairs across 59 cell lines. Regression. Given two drug SMILES strings and cell line genomic features, predict the synergy score measuring deviation from expected non-interaction effect. (1) Drug 1: CC1C(C(CC(O1)OC2CC(CC3=C2C(=C4C(=C3O)C(=O)C5=C(C4=O)C(=CC=C5)OC)O)(C(=O)CO)O)N)O.Cl. Drug 2: CC(CN1CC(=O)NC(=O)C1)N2CC(=O)NC(=O)C2. Cell line: HCT-15. Synergy scores: CSS=-6.05, Synergy_ZIP=15.5, Synergy_Bliss=18.1, Synergy_Loewe=5.29, Synergy_HSA=2.82. (2) Drug 1: COC1=CC(=CC(=C1O)OC)C2C3C(COC3=O)C(C4=CC5=C(C=C24)OCO5)OC6C(C(C7C(O6)COC(O7)C8=CC=CS8)O)O. Drug 2: CC1=C(C(CCC1)(C)C)C=CC(=CC=CC(=CC(=O)O)C)C. Cell line: SF-539. Synergy scores: CSS=60.3, Synergy_ZIP=0.593, Synergy_Bliss=4.84, Synergy_Loewe=2.08, Synergy_HSA=8.35. (3) Cell line: KM12. Drug 1: C1=NC2=C(N=C(N=C2N1C3C(C(C(O3)CO)O)F)Cl)N. Synergy scores: CSS=23.5, Synergy_ZIP=1.40, Synergy_Bliss=3.00, Synergy_Loewe=3.31, Synergy_HSA=3.73. Drug 2: CCN(CC)CCCC(C)NC1=C2C=C(C=CC2=NC3=C1C=CC(=C3)Cl)OC.